This data is from Forward reaction prediction with 1.9M reactions from USPTO patents (1976-2016). The task is: Predict the product of the given reaction. Given the reactants [CH2:1]([N:8]1[C:12]2[CH:13]=[C:14]([F:17])[CH:15]=[CH:16][C:11]=2[N:10]=[C:9]1[C@@H:18]([NH2:20])[CH3:19])[C:2]1[CH:7]=[CH:6][CH:5]=[CH:4][CH:3]=1.Cl[C:22]1[N:30]=[CH:29][N:28]=[C:27]2[C:23]=1[N:24]=[CH:25][N:26]2C1CCCCO1.CCN(C(C)C)C(C)C, predict the reaction product. The product is: [CH2:1]([N:8]1[C:12]2[CH:13]=[C:14]([F:17])[CH:15]=[CH:16][C:11]=2[N:10]=[C:9]1[C@@H:18]([NH:20][C:22]1[N:30]=[CH:29][N:28]=[C:27]2[C:23]=1[N:24]=[CH:25][NH:26]2)[CH3:19])[C:2]1[CH:3]=[CH:4][CH:5]=[CH:6][CH:7]=1.